From a dataset of Full USPTO retrosynthesis dataset with 1.9M reactions from patents (1976-2016). Predict the reactants needed to synthesize the given product. (1) Given the product [NH2:7][CH2:8][CH2:9][CH2:10][N:11]([CH2:16][C:17]1[CH:18]=[C:19]([C:23]2[CH:28]=[CH:27][N:26]=[C:25]([NH:31][CH2:32][CH2:33][C:34]3[CH:39]=[CH:38][C:37]([NH:40][C:41](=[O:43])[CH3:42])=[CH:36][CH:35]=3)[N:24]=2)[CH:20]=[CH:21][CH:22]=1)[S:12]([CH3:15])(=[O:13])=[O:14], predict the reactants needed to synthesize it. The reactants are: C(OC(=O)[NH:7][CH2:8][CH2:9][CH2:10][N:11]([CH2:16][C:17]1[CH:22]=[CH:21][CH:20]=[C:19]([C:23]2[CH:28]=[CH:27][N:26]=[C:25](Cl)[N:24]=2)[CH:18]=1)[S:12]([CH3:15])(=[O:14])=[O:13])(C)(C)C.[NH2:31][CH2:32][CH2:33][C:34]1[CH:39]=[CH:38][C:37]([NH:40][C:41](=[O:43])[CH3:42])=[CH:36][CH:35]=1. (2) Given the product [OH:11][CH:10]([C:7]1[CH:8]=[CH:9][C:4]([C:3]([O:2][CH3:1])=[O:12])=[CH:5][CH:6]=1)[CH2:13][CH:14]([CH3:16])[CH3:15], predict the reactants needed to synthesize it. The reactants are: [CH3:1][O:2][C:3](=[O:12])[C:4]1[CH:9]=[CH:8][C:7]([CH:10]=[O:11])=[CH:6][CH:5]=1.[CH2:13]([Mg]Cl)[CH:14]([CH3:16])[CH3:15].